This data is from Peptide-MHC class II binding affinity with 134,281 pairs from IEDB. The task is: Regression. Given a peptide amino acid sequence and an MHC pseudo amino acid sequence, predict their binding affinity value. This is MHC class II binding data. (1) The peptide sequence is MEKNVTVTHAQDILEKT. The MHC is DRB1_0101 with pseudo-sequence DRB1_0101. The binding affinity (normalized) is 0.362. (2) The peptide sequence is INEPTAAVIAYGLDR. The MHC is HLA-DQA10501-DQB10301 with pseudo-sequence HLA-DQA10501-DQB10301. The binding affinity (normalized) is 0.636.